Dataset: Full USPTO retrosynthesis dataset with 1.9M reactions from patents (1976-2016). Task: Predict the reactants needed to synthesize the given product. (1) Given the product [O:17]1[CH:21]=[CH:20][CH:19]=[C:18]1[C:22]([O:9][C:6]1[C:4](=[O:5])[CH:3]=[C:2]([CH3:1])[O:8][CH:7]=1)=[O:23], predict the reactants needed to synthesize it. The reactants are: [CH3:1][C:2]1[O:8][CH:7]=[C:6]([OH:9])[C:4](=[O:5])[CH:3]=1.C(N(CC)CC)C.[O:17]1[CH:21]=[CH:20][CH:19]=[C:18]1[C:22](Cl)=[O:23]. (2) Given the product [Cl:1][C:2]1[N:7]=[CH:6][C:5]([C:8]2[N:9]=[C:10]([CH2:18][CH2:22][CH2:23][CH2:24][NH2:25])[NH:11][C:12]=2[CH3:13])=[CH:4][CH:3]=1, predict the reactants needed to synthesize it. The reactants are: [Cl:1][C:2]1[N:7]=[CH:6][C:5]([C:8]2[N:9]=[C:10]([CH3:18])[NH:11][C:12]=2[CH2:13]CCCN)=[CH:4][CH:3]=1.ClC1[N:25]=[CH:24][C:23](C2N=C(C)NC=2CCCCN2C(=O)C3C(=CC=CC=3)C2=O)=[CH:22]C=1.NN. (3) Given the product [C:21]([C:10]1[C:11]2[C:16](=[CH:15][C:14]([O:17][CH3:18])=[C:13]([O:19][CH3:20])[CH:12]=2)[N:8]([CH2:7][C:6]([OH:5])=[O:23])[N:9]=1)(=[O:26])[NH2:22], predict the reactants needed to synthesize it. The reactants are: C([O:5][C:6](=[O:23])[CH2:7][N:8]1[C:16]2[C:11](=[CH:12][C:13]([O:19][CH3:20])=[C:14]([O:17][CH3:18])[CH:15]=2)[C:10]([C:21]#[N:22])=[N:9]1)(C)(C)C.C(C1C2C(=CN=C(C)C=2)N(CC(O)=O)N=1)(=[O:26])N. (4) Given the product [N:10]1[CH:11]=[CH:12][CH:13]=[C:8]([C:5]2([CH2:3][OH:2])[CH2:6][CH2:7]2)[CH:9]=1, predict the reactants needed to synthesize it. The reactants are: C[O:2][C:3]([C:5]1([C:8]2[CH:9]=[N:10][CH:11]=[CH:12][CH:13]=2)[CH2:7][CH2:6]1)=O.[H-].[H-].[H-].[H-].[Li+].[Al+3]. (5) Given the product [ClH:36].[NH:9]1[CH2:10][CH2:11][CH:12]([C:15]([N:17]2[CH2:18][CH2:19][C:20]3([NH:24]/[C:23](=[N:25]/[C:26]([C:28]4[C:33]([NH2:34])=[N:32][C:31]([NH2:35])=[C:30]([Cl:36])[N:29]=4)=[O:27])/[NH:22][CH2:21]3)[CH2:37][CH2:38]2)=[O:16])[CH2:13][CH2:14]1, predict the reactants needed to synthesize it. The reactants are: Cl.C(OC([N:9]1[CH2:14][CH2:13][CH:12]([C:15]([N:17]2[CH2:38][CH2:37][C:20]3([NH:24]/[C:23](=[N:25]/[C:26]([C:28]4[C:33]([NH2:34])=[N:32][C:31]([NH2:35])=[C:30]([Cl:36])[N:29]=4)=[O:27])/[NH:22][CH2:21]3)[CH2:19][CH2:18]2)=[O:16])[CH2:11][CH2:10]1)=O)(C)(C)C. (6) Given the product [Cl:20][C:21]1[S:25][C:24]([S:26]([N:1]([S:26]([C:24]2[S:25][C:21]([Cl:20])=[CH:22][CH:23]=2)(=[O:28])=[O:27])[C:2]2[C:10]3[C:5](=[CH:6][CH:7]=[CH:8][C:9]=3[C:11]#[N:12])[N:4]([C:13]([O:15][C:16]([CH3:19])([CH3:18])[CH3:17])=[O:14])[N:3]=2)(=[O:28])=[O:27])=[CH:23][CH:22]=1, predict the reactants needed to synthesize it. The reactants are: [NH2:1][C:2]1[C:10]2[C:5](=[CH:6][CH:7]=[CH:8][C:9]=2[C:11]#[N:12])[N:4]([C:13]([O:15][C:16]([CH3:19])([CH3:18])[CH3:17])=[O:14])[N:3]=1.[Cl:20][C:21]1[S:25][C:24]([S:26](Cl)(=[O:28])=[O:27])=[CH:23][CH:22]=1. (7) Given the product [C:1]([Si:5]([C:12]1[CH:17]=[CH:16][CH:15]=[CH:14][CH:13]=1)([C:18]1[CH:23]=[CH:22][CH:21]=[CH:20][CH:19]=1)[O:6][CH2:7][CH2:8][CH2:9][CH2:10][O:11][N:44]1[C:48](=[O:49])[C:47]2[C:46](=[CH:53][CH:52]=[CH:51][CH:50]=2)[C:45]1=[O:54])([CH3:4])([CH3:2])[CH3:3], predict the reactants needed to synthesize it. The reactants are: [C:1]([Si:5]([C:18]1[CH:23]=[CH:22][CH:21]=[CH:20][CH:19]=1)([C:12]1[CH:17]=[CH:16][CH:15]=[CH:14][CH:13]=1)[O:6][CH2:7][CH2:8][CH2:9][CH2:10][OH:11])([CH3:4])([CH3:3])[CH3:2].C1(P(C2C=CC=CC=2)C2C=CC=CC=2)C=CC=CC=1.O[N:44]1[C:48](=[O:49])[C:47]2=[CH:50][CH:51]=[CH:52][CH:53]=[C:46]2[C:45]1=[O:54].N(C(OCC)=O)=NC(OCC)=O. (8) Given the product [Cl:1][C:2]1[S:6][C:5]([S:7]([NH:10][C:11]2[CH:20]=[CH:19][C:14]([C:15]([OH:17])=[O:16])=[C:13]([OH:21])[CH:12]=2)(=[O:9])=[O:8])=[CH:4][C:3]=1[C:22]1[CH:27]=[C:26]([F:28])[CH:25]=[CH:24][C:23]=1[OH:29], predict the reactants needed to synthesize it. The reactants are: [Cl:1][C:2]1[S:6][C:5]([S:7]([NH:10][C:11]2[CH:20]=[CH:19][C:14]([C:15]([O:17]C)=[O:16])=[C:13]([OH:21])[CH:12]=2)(=[O:9])=[O:8])=[CH:4][C:3]=1[C:22]1[CH:27]=[C:26]([F:28])[CH:25]=[CH:24][C:23]=1[OH:29].OP(O)(O)=O.CCOC(C)=O. (9) Given the product [NH2:8][CH2:16][C@@H:17]1[CH2:22][CH2:21][N:20]([CH2:23][CH2:24][CH2:25][CH3:26])[CH2:19][C@H:18]1[OH:27], predict the reactants needed to synthesize it. The reactants are: C1(C[N:8]([CH2:16][C@@H:17]2[CH2:22][CH2:21][N:20]([CH2:23][CH2:24][CH2:25][CH3:26])[CH2:19][C@H:18]2[OH:27])CC2C=CC=CC=2)C=CC=CC=1.[H][H].